This data is from Full USPTO retrosynthesis dataset with 1.9M reactions from patents (1976-2016). The task is: Predict the reactants needed to synthesize the given product. (1) Given the product [CH:13]1[C:14]2[C:19](=[CH:18][CH:17]=[CH:16][CH:15]=2)[CH:20]=[CH:21][C:12]=1[C:10]1[C:3]2[C:2](=[CH:9][CH:8]=[C:5]([C:6]#[N:7])[CH:4]=2)[NH:24][N:23]=1, predict the reactants needed to synthesize it. The reactants are: F[C:2]1[CH:9]=[CH:8][C:5]([C:6]#[N:7])=[CH:4][C:3]=1[C:10]([C:12]1[CH:21]=[CH:20][C:19]2[C:14](=[CH:15][CH:16]=[CH:17][CH:18]=2)[CH:13]=1)=O.O.[NH2:23][NH2:24]. (2) Given the product [Cl:10][C:8]1[CH:9]=[C:4]([C:3]([O:2][CH3:1])=[O:13])[C:5]2[O:12][CH2:17][CH2:16][CH2:15][O:11][C:6]=2[CH:7]=1, predict the reactants needed to synthesize it. The reactants are: [CH3:1][O:2][C:3](=[O:13])[C:4]1[CH:9]=[C:8]([Cl:10])[CH:7]=[C:6]([OH:11])[C:5]=1[OH:12].Br[CH2:15][CH2:16][CH2:17]Br.C([O-])([O-])=O.[K+].[K+]. (3) Given the product [Cl:8][C:7]1[CH:6]=[CH:5][C:4]([CH:9]([NH:11][C:12](=[O:14])[CH3:13])[CH3:10])=[CH:3][C:2]=1[N:1]=[C:15]=[S:16], predict the reactants needed to synthesize it. The reactants are: [NH2:1][C:2]1[CH:3]=[C:4]([CH:9]([NH:11][C:12](=[O:14])[CH3:13])[CH3:10])[CH:5]=[CH:6][C:7]=1[Cl:8].[C:15](N1C=CC=CC1=O)(N1C=CC=CC1=O)=[S:16]. (4) Given the product [C:43]([C:2]1[CH:7]=[CH:6][C:5]([C@:8]2([O:26][C@H:25]([CH2:27][OH:28])[C@@H:20]([OH:21])[C@H:15]([OH:16])[C@H:10]2[OH:11])[OH:9])=[CH:4][C:3]=1[CH2:32][C:33]1[CH:34]=[CH:35][C:36]([OH:39])=[CH:37][CH:38]=1)#[N:44], predict the reactants needed to synthesize it. The reactants are: Cl[C:2]1[CH:7]=[CH:6][C:5]([C@:8]2([O:26][C@H:25]([CH2:27][O:28]C(=O)C)[C@@H:20]([O:21]C(=O)C)[C@H:15]([O:16]C(=O)C)[C@H:10]2[O:11]C(=O)C)[OH:9])=[CH:4][C:3]=1[CH2:32][C:33]1[CH:38]=[CH:37][C:36]([O:39]C(=O)C)=[CH:35][CH:34]=1.[C-:43]#[N:44].[Na+].O. (5) Given the product [CH2:6]([N:5]([CH:14]([C:19]([O:21][CH3:22])=[O:20])[C:15]([O:17][CH3:18])=[O:16])[CH3:4])[C:7]1[CH:12]=[CH:11][CH:10]=[CH:9][CH:8]=1, predict the reactants needed to synthesize it. The reactants are: C(#N)C.[CH3:4][NH:5][CH2:6][C:7]1[CH:12]=[CH:11][CH:10]=[CH:9][CH:8]=1.Br[CH:14]([C:19]([O:21][CH3:22])=[O:20])[C:15]([O:17][CH3:18])=[O:16]. (6) Given the product [NH2:51][C:47]1([C:44]2[CH:43]=[CH:42][C:41]([C:39]3[O:40][C:34]4[N:33]=[C:32]([NH:65][CH3:66])[N:31]([CH2:29][CH3:30])[C:36](=[O:37])[C:35]=4[C:38]=3[C:59]3[CH:60]=[CH:61][CH:62]=[CH:63][CH:64]=3)=[CH:46][CH:45]=2)[CH2:48][CH2:49][CH2:50]1, predict the reactants needed to synthesize it. The reactants are: NC1(C2C=CC(C3OC4C(=O)N(C)C=CC=4C=3C3C=CC=CC=3)=CC=2)CCC1.[CH2:29]([N:31]1[C:36](=[O:37])[C:35]2[C:38]([C:59]3[CH:64]=[CH:63][CH:62]=[CH:61][CH:60]=3)=[C:39]([C:41]3[CH:46]=[CH:45][C:44]([C:47]4([NH:51]C(=O)OC(C)(C)C)[CH2:50][CH2:49][CH2:48]4)=[CH:43][CH:42]=3)[O:40][C:34]=2[N:33]=[C:32]1[NH:65][CH3:66])[CH3:30].